This data is from Peptide-MHC class I binding affinity with 185,985 pairs from IEDB/IMGT. The task is: Regression. Given a peptide amino acid sequence and an MHC pseudo amino acid sequence, predict their binding affinity value. This is MHC class I binding data. The MHC is HLA-A68:01 with pseudo-sequence HLA-A68:01. The peptide sequence is DTVLEEMNL. The binding affinity (normalized) is 0.